The task is: Predict the product of the given reaction.. This data is from Forward reaction prediction with 1.9M reactions from USPTO patents (1976-2016). (1) Given the reactants [OH:1][C@H:2]1[CH2:7][CH2:6][N:5]([CH2:8][C:9]2[CH:14]=[CH:13][CH:12]=[CH:11][CH:10]=2)[CH2:4][C@H:3]1[C:15]([NH2:17])=O.B.CSC, predict the reaction product. The product is: [NH2:17][CH2:15][C@H:3]1[C@@H:2]([OH:1])[CH2:7][CH2:6][N:5]([CH2:8][C:9]2[CH:14]=[CH:13][CH:12]=[CH:11][CH:10]=2)[CH2:4]1. (2) Given the reactants [Cl:1][C:2]1[CH:7]=[CH:6][C:5]([C:8]2[C:13]([C:14]3[CH:19]=[CH:18][CH:17]=[CH:16][N:15]=3)=[CH:12][CH:11]=[C:10]([C:20](OC)=[O:21])[N:9]=2)=[CH:4][C:3]=1[O:24][CH2:25][CH2:26][CH2:27][N:28]([CH3:30])[CH3:29].[NH2:31][C:32]1([C:42]([OH:44])=[O:43])[CH:39]2[CH2:40][CH:35]3[CH2:36][CH:37]([CH2:41][CH:33]1[CH2:34]3)[CH2:38]2, predict the reaction product. The product is: [ClH:1].[Cl:1][C:2]1[CH:7]=[CH:6][C:5]([C:8]2[C:13]([C:14]3[CH:19]=[CH:18][CH:17]=[CH:16][N:15]=3)=[CH:12][CH:11]=[C:10]([C:20]([NH:31][C:32]3([C:42]([OH:44])=[O:43])[CH:39]4[CH2:38][CH:37]5[CH2:36][CH:35]([CH2:34][CH:33]3[CH2:41]5)[CH2:40]4)=[O:21])[N:9]=2)=[CH:4][C:3]=1[O:24][CH2:25][CH2:26][CH2:27][N:28]([CH3:30])[CH3:29]. (3) Given the reactants [CH:1]1([N:7]2[CH2:11][CH2:10][CH:9]([C:12]([OH:14])=[O:13])[C:8]2=[O:15])[CH2:6][CH2:5][CH2:4][CH2:3][CH2:2]1.S(=O)(=O)(O)O.[CH3:21]O, predict the reaction product. The product is: [CH:1]1([N:7]2[CH2:11][CH2:10][CH:9]([C:12]([O:14][CH3:21])=[O:13])[C:8]2=[O:15])[CH2:2][CH2:3][CH2:4][CH2:5][CH2:6]1. (4) Given the reactants [C:1]([O:5][C:6]([NH:8][C@@H:9]([C@@H:13]([NH:15][C:16]1[CH:21]=[CH:20][CH:19]=[CH:18][C:17]=1[N+:22]([O-])=O)[CH3:14])[C:10]([OH:12])=[O:11])=[O:7])([CH3:4])([CH3:3])[CH3:2], predict the reaction product. The product is: [NH2:22][C:17]1[CH:18]=[CH:19][CH:20]=[CH:21][C:16]=1[NH:15][C@@H:13]([CH3:14])[C@H:9]([NH:8][C:6]([O:5][C:1]([CH3:4])([CH3:3])[CH3:2])=[O:7])[C:10]([OH:12])=[O:11]. (5) The product is: [C:1]([C:5]([C:8]([C:11]([CH2:14][CH2:15][CH2:16][CH2:17][CH2:18][CH2:19][CH2:20][CH2:21][CH2:22][CH2:23][CH2:24][Br:26])([F:13])[F:12])([F:10])[F:9])([F:7])[F:6])([F:4])([F:3])[F:2]. Given the reactants [C:1]([C:5]([C:8]([C:11]([CH2:14][CH2:15][CH2:16][CH2:17][CH2:18][CH2:19][CH2:20][CH2:21][CH2:22][CH2:23][CH2:24]O)([F:13])[F:12])([F:10])[F:9])([F:7])[F:6])([F:4])([F:3])[F:2].[BrH:26].S(=O)(=O)(O)O, predict the reaction product. (6) Given the reactants [Cl:1][C:2]1[CH:11]=[CH:10][C:9]2[N:8]=[C:7]([N:12]3[CH2:16][CH2:15][C@H:14]([NH:17][CH2:18][CH2:19][C:20]#N)[CH2:13]3)[CH:6]=[CH:5][C:4]=2[C:3]=1[C:22]([NH:24][CH2:25][C:26]12[CH2:35][CH:30]3[CH2:31][CH:32]([CH2:34][CH:28]([CH2:29]3)[CH2:27]1)[CH2:33]2)=[O:23].[OH-:36].[K+].[OH2:38].N, predict the reaction product. The product is: [Cl:1][C:2]1[C:3]([C:22]([NH:24][CH2:25][C:26]23[CH2:33][CH:32]4[CH2:31][CH:30]([CH2:29][CH:28]([CH2:34]4)[CH2:27]2)[CH2:35]3)=[O:23])=[C:4]2[C:9](=[CH:10][CH:11]=1)[N:8]=[C:7]([N:12]1[CH2:16][CH2:15][C@H:14]([NH:17][CH2:18][CH2:19][C:20]([OH:38])=[O:36])[CH2:13]1)[CH:6]=[CH:5]2. (7) Given the reactants [Cl:1][C:2]1[CH:7]=[C:6]([C:8]2(O)[CH2:13][CH2:12][CH2:11][CH:10]([CH3:14])[CH2:9]2)[CH:5]=[CH:4][N:3]=1.CC1C=CC(S(O)(=O)=O)=CC=1, predict the reaction product. The product is: [Cl:1][C:2]1[CH:7]=[C:6]([C:8]2[CH2:13][CH2:12][CH2:11][CH:10]([CH3:14])[CH:9]=2)[CH:5]=[CH:4][N:3]=1.